From a dataset of Reaction yield outcomes from USPTO patents with 853,638 reactions. Predict the reaction yield, written as a fraction of the theoretical maximum amount of product (1.0 means a 100% yield; for example, 0.34 means a 34% yield). (1) The reactants are [OH:1][C:2]1[CH:31]=[CH:30][C:5]([CH2:6][N:7]2[C:15]3[C:10](=[CH:11][C:12]([CH:16]=[C:17]4[S:21][C:20]([N:22]5[CH2:27][CH2:26][N:25]([CH3:28])[CH2:24][CH2:23]5)=[N:19][C:18]4=[O:29])=[CH:13][CH:14]=3)[CH:9]=[N:8]2)=[C:4]([C:32]([F:35])([F:34])[F:33])[CH:3]=1.C([O-])([O-])=O.[Cs+].[Cs+].[CH3:42][O:43][CH2:44][CH2:45]Br. The catalyst is CN(C=O)C.O. The product is [CH3:42][O:43][CH2:44][CH2:45][O:1][C:2]1[CH:31]=[CH:30][C:5]([CH2:6][N:7]2[C:15]3[C:10](=[CH:11][C:12]([CH:16]=[C:17]4[S:21][C:20]([N:22]5[CH2:27][CH2:26][N:25]([CH3:28])[CH2:24][CH2:23]5)=[N:19][C:18]4=[O:29])=[CH:13][CH:14]=3)[CH:9]=[N:8]2)=[C:4]([C:32]([F:35])([F:34])[F:33])[CH:3]=1. The yield is 0.760. (2) The reactants are [F:1][C:2]1[CH:38]=[CH:37][CH:36]=[CH:35][C:3]=1[CH2:4][N:5]1[CH:9]=[C:8]([C:10]2[C:18]3[C:13](=[N:14][CH:15]=[C:16]([C:19]4[CH:20]=[N:21][N:22]([CH3:24])[CH:23]=4)[CH:17]=3)[N:12](S(C3C=CC(C)=CC=3)(=O)=O)[CH:11]=2)[CH:7]=[N:6]1.[OH-].[Li+]. The catalyst is C1COCC1.CO.O.CCCCCC.C(OCC)(=O)C. The product is [F:1][C:2]1[CH:38]=[CH:37][CH:36]=[CH:35][C:3]=1[CH2:4][N:5]1[CH:9]=[C:8]([C:10]2[C:18]3[C:13](=[N:14][CH:15]=[C:16]([C:19]4[CH:20]=[N:21][N:22]([CH3:24])[CH:23]=4)[CH:17]=3)[NH:12][CH:11]=2)[CH:7]=[N:6]1. The yield is 0.186.